Dataset: CYP2D6 inhibition data for predicting drug metabolism from PubChem BioAssay. Task: Regression/Classification. Given a drug SMILES string, predict its absorption, distribution, metabolism, or excretion properties. Task type varies by dataset: regression for continuous measurements (e.g., permeability, clearance, half-life) or binary classification for categorical outcomes (e.g., BBB penetration, CYP inhibition). Dataset: cyp2d6_veith. (1) The drug is CCOC(=O)c1c(C)nc2c(c1-c1ccc(OC)cc1)C(=O)CC(C)(C)C2. The result is 0 (non-inhibitor). (2) The molecule is COC(=O)[C@H]1C[C@@H]1[C@H](NS(=O)(=O)c1ccc(-c2ccccc2)cc1)c1ccccc1. The result is 0 (non-inhibitor).